Dataset: Reaction yield outcomes from USPTO patents with 853,638 reactions. Task: Predict the reaction yield, written as a fraction of the theoretical maximum amount of product (1.0 means a 100% yield; for example, 0.34 means a 34% yield). (1) The catalyst is CC([O-])=O.CC([O-])=O.[Pd+2].CCN(CC)CC. The reactants are I[C:2]1[CH:3]=[C:4]2[C:9](=[CH:10][CH:11]=1)[N:8]=[CH:7][N:6]=[C:5]2[O:12][C:13]1[CH:18]=[CH:17][CH:16]=[CH:15][CH:14]=1.[C:19]([O:23][CH3:24])(=[O:22])[CH:20]=[CH2:21].C1C=CC(P(C2C=CC=CC=2)C2C=CC=CC=2)=CC=1.CN(C=O)C. The yield is 0.720. The product is [CH3:24][O:23][C:19](=[O:22])[CH:20]=[CH:21][C:2]1[CH:3]=[C:4]2[C:9](=[CH:10][CH:11]=1)[N:8]=[CH:7][N:6]=[C:5]2[O:12][C:13]1[CH:18]=[CH:17][CH:16]=[CH:15][CH:14]=1. (2) The reactants are [CH2:1]([N:8]1[CH2:13][CH2:12][C:11]([NH:16][C:17]2[CH:22]=[CH:21][C:20]([Cl:23])=[CH:19][CH:18]=2)([C:14]#[N:15])[CH2:10][CH2:9]1)[C:2]1[CH:7]=[CH:6][CH:5]=[CH:4][CH:3]=1.[OH-:24].[NH4+]. The catalyst is S(=O)(=O)(O)O. The product is [CH2:1]([N:8]1[CH2:9][CH2:10][C:11]([NH:16][C:17]2[CH:18]=[CH:19][C:20]([Cl:23])=[CH:21][CH:22]=2)([C:14]([NH2:15])=[O:24])[CH2:12][CH2:13]1)[C:2]1[CH:3]=[CH:4][CH:5]=[CH:6][CH:7]=1. The yield is 0.710. (3) The reactants are C(OC([N:8]1[CH2:13][CH2:12][CH:11]([C:14]2[CH:19]=[CH:18][C:17]([C:20]3[CH:25]=[CH:24][C:23]([N:26]4[CH2:31][CH2:30][O:29][CH2:28][CH2:27]4)=[CH:22][CH:21]=3)=[CH:16][N:15]=2)[CH2:10][CH2:9]1)=O)(C)(C)C.C(O)(C(F)(F)F)=O.O.[OH-].[Na+]. The catalyst is C(Cl)Cl. The product is [N:26]1([C:23]2[CH:24]=[CH:25][C:20]([C:17]3[CH:18]=[CH:19][C:14]([CH:11]4[CH2:12][CH2:13][NH:8][CH2:9][CH2:10]4)=[N:15][CH:16]=3)=[CH:21][CH:22]=2)[CH2:27][CH2:28][O:29][CH2:30][CH2:31]1. The yield is 1.00.